From a dataset of Reaction yield outcomes from USPTO patents with 853,638 reactions. Predict the reaction yield, written as a fraction of the theoretical maximum amount of product (1.0 means a 100% yield; for example, 0.34 means a 34% yield). (1) The reactants are [CH:1]1([C@@H:7]([NH:9][C:10]([C:12]2[C:21]3[C:16](=[CH:17][CH:18]=[C:19]([F:22])[CH:20]=3)[N:15]=[C:14]([C:23]3[CH:28]=[CH:27][CH:26]=[CH:25][CH:24]=3)[C:13]=2[CH3:29])=[O:11])[CH3:8])[CH2:6][CH2:5][CH2:4][CH2:3][CH2:2]1.C1C(=O)N([Br:37])C(=O)C1.C(OOC(=O)C1C=CC=CC=1)(=O)C1C=CC=CC=1. The yield is 0.770. The product is [CH:1]1([C@@H:7]([NH:9][C:10]([C:12]2[C:21]3[C:16](=[CH:17][CH:18]=[C:19]([F:22])[CH:20]=3)[N:15]=[C:14]([C:23]3[CH:28]=[CH:27][CH:26]=[CH:25][CH:24]=3)[C:13]=2[CH2:29][Br:37])=[O:11])[CH3:8])[CH2:6][CH2:5][CH2:4][CH2:3][CH2:2]1. The catalyst is C(Cl)(Cl)(Cl)Cl. (2) The reactants are [C:1]1([O:9][CH3:10])[C:2](=[CH:5][CH:6]=[CH:7][CH:8]=1)[O:3][CH3:4].C([Li])CCC.[N:16]1[CH:21]=[CH:20][C:19]([CH:22]=[O:23])=[CH:18][CH:17]=1.N1C=CC(C=O)=CC=1.O1CCCC1. The catalyst is C1(C)C=CC=CC=1.O.O1CCCC1. The product is [OH:23][CH:22]([C:19]1[CH:20]=[CH:21][N:16]=[CH:17][CH:18]=1)[C:8]1[CH:7]=[CH:6][CH:5]=[C:2]([O:3][CH3:4])[C:1]=1[O:9][CH3:10]. The yield is 0.700. (3) The reactants are Br[C:2]1[CH:3]=[C:4]([CH2:8][C:9]([O:11][CH3:12])=[O:10])[CH:5]=[CH:6][CH:7]=1.C[O-].C([Sn+](CCCC)CCCC)CCC.C([O:31][C:32]([CH3:34])=[CH2:33])(=O)C.C1(C)C=CC=CC=1P(C1C=CC=CC=1C)C1C=CC=CC=1C.[F-].[K+]. The catalyst is C1(C)C=CC=CC=1.C([O-])(=O)C.[Pd+2].C([O-])(=O)C.CCOC(C)=O. The product is [O:31]=[C:32]([CH3:34])[CH2:33][C:2]1[CH:3]=[C:4]([CH2:8][C:9]([O:11][CH3:12])=[O:10])[CH:5]=[CH:6][CH:7]=1. The yield is 0.660. (4) The reactants are [Cl:1][C:2]1[CH:15]=[CH:14][C:5]([O:6][C:7]2[CH:8]=[C:9]([CH:11]=[CH:12][CH:13]=2)[NH2:10])=[CH:4][C:3]=1[CH2:16][CH3:17].[F:18][C:19]([F:24])([F:23])[CH:20]1[O:22][CH2:21]1. No catalyst specified. The product is [Cl:1][C:2]1[CH:15]=[CH:14][C:5]([O:6][C:7]2[CH:8]=[C:9]([N:10]([CH2:16][CH:3]3[CH2:4][CH2:5][CH2:14][CH2:15][CH2:2]3)[CH2:21][CH:20]([OH:22])[C:19]([F:24])([F:23])[F:18])[CH:11]=[CH:12][CH:13]=2)=[CH:4][C:3]=1[CH2:16][CH3:17]. The yield is 0.350. (5) The reactants are [Cl:1][C:2]1[CH:3]=[C:4]([N:11]2[C:20]3[C:15](=[CH:16][C:17]([S:21]([NH:24][C:25]4[N:26]=[N:27][CH:28]=[CH:29][CH:30]=4)(=[O:23])=[O:22])=[CH:18][CH:19]=3)[CH:14]=[CH:13][C:12]2=[O:31])[C:5]([O:9][CH3:10])=[N:6][C:7]=1Cl.[C:32]([CH:34]1[CH2:38][CH2:37][CH2:36][CH2:35]1)#[CH:33].C(NC(C)C)(C)C.CN(C=O)C. The catalyst is O.C(OCC)(=O)C.[Cu]I.C1C=CC([P]([Pd]([P](C2C=CC=CC=2)(C2C=CC=CC=2)C2C=CC=CC=2)([P](C2C=CC=CC=2)(C2C=CC=CC=2)C2C=CC=CC=2)[P](C2C=CC=CC=2)(C2C=CC=CC=2)C2C=CC=CC=2)(C2C=CC=CC=2)C2C=CC=CC=2)=CC=1.CCCCCCC. The product is [Cl:1][C:2]1[CH:3]=[C:4]([N:11]2[C:20]3[C:15](=[CH:16][C:17]([S:21]([NH:24][C:25]4[N:26]=[N:27][CH:28]=[CH:29][CH:30]=4)(=[O:22])=[O:23])=[CH:18][CH:19]=3)[CH:14]=[CH:13][C:12]2=[O:31])[C:5]([O:9][CH3:10])=[N:6][C:7]=1[C:33]#[C:32][CH:34]1[CH2:38][CH2:37][CH2:36][CH2:35]1. The yield is 0.654.